This data is from Forward reaction prediction with 1.9M reactions from USPTO patents (1976-2016). The task is: Predict the product of the given reaction. (1) Given the reactants [Br:1][C:2]1[CH:3]=[CH:4][C:5]([F:14])=[C:6]([CH:8]2[S:13][CH2:12][CH2:11][CH2:10][S:9]2)[CH:7]=1.[Li+].CC([N-]C(C)C)C.[O:23]=[C:24]1[CH2:29][CH2:28][N:27]([C:30]([O:32][C:33]([CH3:36])([CH3:35])[CH3:34])=[O:31])[CH2:26][CH2:25]1.[NH4+].[Cl-], predict the reaction product. The product is: [C:33]([O:32][C:30]([N:27]1[CH2:28][CH2:29][C:24]([C:8]2([C:6]3[CH:7]=[C:2]([Br:1])[CH:3]=[CH:4][C:5]=3[F:14])[S:9][CH2:10][CH2:11][CH2:12][S:13]2)([OH:23])[CH2:25][CH2:26]1)=[O:31])([CH3:36])([CH3:34])[CH3:35]. (2) The product is: [NH2:8][CH2:9][P:10](=[O:17])([O:14][CH2:15][CH3:16])[O:11][CH2:12][CH3:13]. Given the reactants O.NN.C1(=O)[N:8]([CH2:9][P:10](=[O:17])([O:14][CH2:15][CH3:16])[O:11][CH2:12][CH3:13])C(=O)C2=CC=CC=C12, predict the reaction product. (3) Given the reactants Br[C:2]1[CH:7]=[N:6][CH:5]=[C:4]([CH3:8])[N:3]=1, predict the reaction product. The product is: [CH3:8][C:4]1[N:3]=[C:2]([NH:3][CH2:2][CH2:7][NH2:6])[CH:7]=[N:6][CH:5]=1. (4) Given the reactants [Cl:1][C:2]1[N:3]=[C:4]([CH3:8])[NH:5][C:6]=1[Cl:7].[H-].[Na+].Br[CH2:12][C:13]1[S:28][C:16]2[N:17]([CH2:24][CH:25]([CH3:27])[CH3:26])[C:18](=[O:23])[N:19]([CH3:22])[C:20](=[O:21])[C:15]=2[C:14]=1[C:29]([O:31][CH3:32])=[O:30].O, predict the reaction product. The product is: [Cl:1][C:2]1[N:3]=[C:4]([CH3:8])[N:5]([CH2:12][C:13]2[S:28][C:16]3[N:17]([CH2:24][CH:25]([CH3:27])[CH3:26])[C:18](=[O:23])[N:19]([CH3:22])[C:20](=[O:21])[C:15]=3[C:14]=2[C:29]([O:31][CH3:32])=[O:30])[C:6]=1[Cl:7]. (5) Given the reactants [Cl:1][C:2]1[C:10]2[N:9]=[C:8]3[N:11]([C:16]4[C:17]([CH3:24])=[CH:18][C:19]([C:22]#[N:23])=[N:20][CH:21]=4)[CH2:12][CH2:13][CH2:14][CH2:15][N:7]3[C:6]=2[C:5]([CH:25]([CH2:28][CH3:29])[CH2:26][CH3:27])=[CH:4][CH:3]=1.[OH-].[K+].C([OH:36])(C)(C)C, predict the reaction product. The product is: [Cl:1][C:2]1[C:10]2[N:9]=[C:8]3[N:11]([C:16]4[C:17]([CH3:24])=[CH:18][C:19]([C:22]([NH2:23])=[O:36])=[N:20][CH:21]=4)[CH2:12][CH2:13][CH2:14][CH2:15][N:7]3[C:6]=2[C:5]([CH:25]([CH2:28][CH3:29])[CH2:26][CH3:27])=[CH:4][CH:3]=1. (6) Given the reactants [Cl:1][CH2:2][CH2:3][CH2:4][O:5][C:6]1[CH:11]=[CH:10][C:9]([C:12]2[S:13][C:14]3[CH2:20][CH2:19][CH:18](C(O)=O)[CH2:17][C:15]=3[N:16]=2)=[CH:8][CH:7]=1.C([N:26]([CH2:29]C)CC)C.C1(P(N=[N+]=[N-])(C2C=CC=CC=2)=[O:38])C=CC=CC=1.[CH2:48]([OH:55])[C:49]1[CH:54]=[CH:53][CH:52]=[CH:51][CH:50]=1, predict the reaction product. The product is: [Cl:1][CH2:2][CH2:3][CH2:4][O:5][C:6]1[CH:7]=[CH:8][C:9]([C:12]2[S:13][C:14]3[CH2:20][CH2:19][CH:18]([NH:26][C:29](=[O:38])[O:55][CH2:48][C:49]4[CH:54]=[CH:53][CH:52]=[CH:51][CH:50]=4)[CH2:17][C:15]=3[N:16]=2)=[CH:10][CH:11]=1. (7) Given the reactants [CH3:1][CH:2]([N:4]1[C:12](/[CH:13]=[CH:14]/[C@H:15]([OH:24])[CH2:16][C@H:17]([OH:23])[CH2:18][C:19]([O:21]C)=[O:20])=[C:11]([C:25]2[CH:30]=[CH:29][C:28]([F:31])=[CH:27][CH:26]=2)[C:10]2[C:5]1=[CH:6][CH:7]=[CH:8][CH:9]=2)[CH3:3].C(#N)C.[OH-].[Na+:36], predict the reaction product. The product is: [CH3:3][CH:2]([N:4]1[C:12](/[CH:13]=[CH:14]/[CH:15]([OH:24])[CH2:16][CH:17]([OH:23])[CH2:18][C:19]([O-:21])=[O:20])=[C:11]([C:25]2[CH:26]=[CH:27][C:28]([F:31])=[CH:29][CH:30]=2)[C:10]2[CH:9]=[CH:8][CH:7]=[CH:6][C:5]1=2)[CH3:1].[Na+:36]. (8) Given the reactants [Br:1][C:2]1[N:7]2[CH:8]=[C:9](C(NN)=O)[N:10]=[C:6]2[C:5]([N:15]2[CH2:20][CH2:19][O:18][CH2:17][CH2:16]2)=[N:4][CH:3]=1.N([O-])=O.[Na+].[N-:25]=[N+]=[N-].[Na+].[C:29]([O-:32])([O-])=[O:30].[Na+].[Na+].[CH3:35][CH2:36]O, predict the reaction product. The product is: [Br:1][C:2]1[N:7]2[CH:8]=[C:9]([NH:25][C:29](=[O:30])[O:32][CH2:35][CH3:36])[N:10]=[C:6]2[C:5]([N:15]2[CH2:16][CH2:17][O:18][CH2:19][CH2:20]2)=[N:4][CH:3]=1.